The task is: Regression. Given a peptide amino acid sequence and an MHC pseudo amino acid sequence, predict their binding affinity value. This is MHC class I binding data.. This data is from Peptide-MHC class I binding affinity with 185,985 pairs from IEDB/IMGT. (1) The peptide sequence is FVKDWMERI. The MHC is HLA-B27:03 with pseudo-sequence HLA-B27:03. The binding affinity (normalized) is 0.0847. (2) The peptide sequence is MLKRVRNRV. The MHC is HLA-A02:03 with pseudo-sequence HLA-A02:03. The binding affinity (normalized) is 0.753. (3) The binding affinity (normalized) is 0. The MHC is HLA-B51:01 with pseudo-sequence HLA-B51:01. The peptide sequence is SNFTSTTVK. (4) The peptide sequence is KEDYQIGGY. The MHC is HLA-A23:01 with pseudo-sequence HLA-A23:01. The binding affinity (normalized) is 0. (5) The peptide sequence is NENQNPRMFL. The MHC is Mamu-A11 with pseudo-sequence Mamu-A11. The binding affinity (normalized) is 0.450. (6) The peptide sequence is YHMWNFISGI. The MHC is H-2-Db with pseudo-sequence H-2-Db. The binding affinity (normalized) is 0.353.